Dataset: Human liver microsome stability data. Task: Regression/Classification. Given a drug SMILES string, predict its absorption, distribution, metabolism, or excretion properties. Task type varies by dataset: regression for continuous measurements (e.g., permeability, clearance, half-life) or binary classification for categorical outcomes (e.g., BBB penetration, CYP inhibition). Dataset: hlm. The molecule is O=S(=O)(c1cccc2cnccc12)N1CCCNCC1. The result is 0 (unstable in human liver microsomes).